This data is from Forward reaction prediction with 1.9M reactions from USPTO patents (1976-2016). The task is: Predict the product of the given reaction. (1) Given the reactants C(O[C:4](=[O:21])[CH2:5][C:6]([CH:8]1[CH2:13][CH2:12][N:11]([C:14]([O:16][C:17]([CH3:20])([CH3:19])[CH3:18])=[O:15])[CH2:10][CH2:9]1)=O)C.[I:22][C:23]1[CH:31]=[CH:30][CH:29]=[C:28]2[C:24]=1[C:25]([NH2:32])=[N:26][NH:27]2.P([O-])([O-])([O-])=O.[K+].[K+].[K+], predict the reaction product. The product is: [I:22][C:23]1[C:24]2[C:28]([CH:29]=[CH:30][CH:31]=1)=[N:27][N:26]1[C:4](=[O:21])[CH:5]=[C:6]([CH:8]3[CH2:9][CH2:10][N:11]([C:14]([O:16][C:17]([CH3:18])([CH3:19])[CH3:20])=[O:15])[CH2:12][CH2:13]3)[NH:32][C:25]=21. (2) Given the reactants [F:1][CH:2]([F:25])[O:3][C:4]1[CH:13]=[CH:12][CH:11]=[C:10]2[C:5]=1[C:6]1[CH:19]=[CH:18][C:17]([NH:20][S:21]([CH3:24])(=[O:23])=[O:22])=[CH:16][C:7]=1[CH:8](OC)[O:9]2.[Br-].[Br:27][C:28]1[S:32][C:31]([Zn+])=[CH:30][CH:29]=1.C([O-])(O)=O.[Na+], predict the reaction product. The product is: [Br:27][C:28]1[S:32][C:31]([CH:8]2[C:7]3[CH:16]=[C:17]([NH:20][S:21]([CH3:24])(=[O:22])=[O:23])[CH:18]=[CH:19][C:6]=3[C:5]3[C:10](=[CH:11][CH:12]=[CH:13][C:4]=3[O:3][CH:2]([F:25])[F:1])[O:9]2)=[CH:30][CH:29]=1. (3) Given the reactants [CH:1]12[CH2:10][CH:5]3[CH2:6][CH:7]([CH2:9][CH:3]([CH2:4]3)[CH:2]1[N:11]1[C:14](=[O:15])[C:13]([CH3:17])([CH3:16])[NH:12]1)[CH2:8]2.[Br:18][C:19]1[CH:26]=[CH:25][C:22]([CH2:23]Br)=[CH:21][CH:20]=1, predict the reaction product. The product is: [Br:18][C:19]1[CH:26]=[CH:25][C:22]([CH2:23][N:12]2[C:13]([CH3:17])([CH3:16])[C:14](=[O:15])[N:11]2[CH:2]2[CH:3]3[CH2:4][CH:5]4[CH2:6][CH:7]([CH2:8][CH:1]2[CH2:10]4)[CH2:9]3)=[CH:21][CH:20]=1. (4) Given the reactants [F:1][C:2]1([F:30])[CH2:5][N:4]([C:6]([C:8]2[CH:17]=[CH:16][C:15]3[C:10](=[C:11]([C:18]4[CH:23]=[CH:22][C:21]([C:24]5[CH:25]=[N:26][N:27]([CH3:29])[CH:28]=5)=[CH:20][CH:19]=4)[CH:12]=[N:13][CH:14]=3)[N:9]=2)=[O:7])[CH2:3]1.ClC1C=C(C=CC=1)C(OO)=O.C([O-])(O)=O.[Na+].C1(C)C=CC(S(Cl)(=O)=O)=CC=1.C(C[NH2:61])O, predict the reaction product. The product is: [NH2:61][C:14]1[N:13]=[CH:12][C:11]([C:18]2[CH:19]=[CH:20][C:21]([C:24]3[CH:25]=[N:26][N:27]([CH3:29])[CH:28]=3)=[CH:22][CH:23]=2)=[C:10]2[C:15]=1[CH:16]=[CH:17][C:8]([C:6]([N:4]1[CH2:3][C:2]([F:1])([F:30])[CH2:5]1)=[O:7])=[N:9]2. (5) Given the reactants [Br:1][C:2]1[S:10][C:9]2[CH2:8][CH2:7][NH:6][CH2:5][C:4]=2[CH:3]=1.[C:11](O)(=O)[CH3:12].[BH4-].[Na+], predict the reaction product. The product is: [Br:1][C:2]1[S:10][C:9]2[CH2:8][CH2:7][N:6]([CH2:11][CH3:12])[CH2:5][C:4]=2[CH:3]=1. (6) Given the reactants [Cl:1][C:2]1[C:3]([F:31])=[C:4]([CH:8]2[C:12]([C:15]3[CH:20]=[CH:19][C:18]([Cl:21])=[CH:17][C:16]=3[F:22])([C:13]#[N:14])[CH:11]([CH2:23][C:24]([CH3:27])([CH3:26])[CH3:25])[NH:10][CH:9]2[C:28](O)=[O:29])[CH:5]=[CH:6][CH:7]=1.[NH2:32][C:33]1[CH:38]=[CH:37][C:36]([C:39](=[O:42])[CH2:40][Br:41])=[CH:35][CH:34]=1.CN(C(ON1N=NC2C=CC=NC1=2)=[N+](C)C)C.F[P-](F)(F)(F)(F)F.CCN(C(C)C)C(C)C, predict the reaction product. The product is: [Br:41][CH2:40][C:39]([C:36]1[CH:37]=[CH:38][C:33]([NH:32][C:28]([CH:9]2[CH:8]([C:4]3[CH:5]=[CH:6][CH:7]=[C:2]([Cl:1])[C:3]=3[F:31])[C:12]([C:15]3[CH:20]=[CH:19][C:18]([Cl:21])=[CH:17][C:16]=3[F:22])([C:13]#[N:14])[CH:11]([CH2:23][C:24]([CH3:27])([CH3:25])[CH3:26])[NH:10]2)=[O:29])=[CH:34][CH:35]=1)=[O:42]. (7) Given the reactants [N:1]1([C:7]2[C:8]3[CH:31]=[CH:30][N:29]([CH2:32][CH:33]=O)[C:9]=3[N:10]=[C:11]([C:13]3[CH:18]=[CH:17][C:16]([NH:19][C:20]([NH:22][C:23]4[CH:28]=[CH:27][N:26]=[CH:25][CH:24]=4)=[O:21])=[CH:15][CH:14]=3)[N:12]=2)[CH2:6][CH2:5][O:4][CH2:3][CH2:2]1.[F:35][C:36]1[CH:42]=[CH:41][C:39]([NH2:40])=[CH:38][CH:37]=1, predict the reaction product. The product is: [F:35][C:36]1[CH:42]=[CH:41][C:39]([NH:40][CH2:33][CH2:32][N:29]2[C:9]3[N:10]=[C:11]([C:13]4[CH:14]=[CH:15][C:16]([NH:19][C:20]([NH:22][C:23]5[CH:24]=[CH:25][N:26]=[CH:27][CH:28]=5)=[O:21])=[CH:17][CH:18]=4)[N:12]=[C:7]([N:1]4[CH2:6][CH2:5][O:4][CH2:3][CH2:2]4)[C:8]=3[CH:31]=[CH:30]2)=[CH:38][CH:37]=1. (8) Given the reactants Br[C:2]1[C:6]2[N:7]=[CH:8][N:9]=[C:10]([O:11][CH:12]3[CH2:17][CH2:16][N:15]([C:18]([O:20][C:21]([CH3:24])([CH3:23])[CH3:22])=[O:19])[CH2:14][CH2:13]3)[C:5]=2[N:4]([CH3:25])[CH:3]=1.[CH3:26][S:27]([C:30]1[CH:35]=[CH:34][C:33](B(O)O)=[CH:32][CH:31]=1)(=[O:29])=[O:28].C([O-])([O-])=O.[Na+].[Na+], predict the reaction product. The product is: [CH3:25][N:4]1[C:5]2[C:10]([O:11][CH:12]3[CH2:17][CH2:16][N:15]([C:18]([O:20][C:21]([CH3:24])([CH3:23])[CH3:22])=[O:19])[CH2:14][CH2:13]3)=[N:9][CH:8]=[N:7][C:6]=2[C:2]([C:33]2[CH:34]=[CH:35][C:30]([S:27]([CH3:26])(=[O:29])=[O:28])=[CH:31][CH:32]=2)=[CH:3]1. (9) The product is: [Cl:25][C:23]1[CH:22]=[CH:21][CH:20]=[CH:19][C:33]=1[CH:32]([C:10]1[CH2:14][C:13]([C:19]2[CH:24]=[C:23]([Cl:25])[CH:22]=[C:21]([Cl:26])[CH:20]=2)([C:15]([F:17])([F:18])[F:16])[O:12][N:11]=1)[NH:29][C:39](=[O:44])[C:40]([F:41])([F:42])[F:43]. Given the reactants ClC1C=CC([C:10]2[CH2:14][C:13]([C:19]3[CH:24]=[C:23]([Cl:25])[CH:22]=[C:21]([Cl:26])[CH:20]=3)([C:15]([F:18])([F:17])[F:16])[O:12][N:11]=2)=CC=1CN.C([N:29]([CH2:32][CH3:33])CC)C.[F:41][C:40]([F:43])([F:42])[C:39](O[C:39](=[O:44])[C:40]([F:43])([F:42])[F:41])=[O:44].C(=O)([O-])O.[Na+], predict the reaction product. (10) Given the reactants C(OC(=O)[NH:7][C@@H:8]1[CH2:13][CH2:12][CH2:11][C:10]([F:15])([F:14])[C@@H:9]1[NH:16][C:17]([C:19]1[S:20][C:21]([CH3:37])=[C:22]([C:24]2[CH:25]=[N:26][N:27]3[CH:32]=[C:31]([O:33][CH:34]([F:36])[F:35])[CH:30]=[N:29][C:28]=23)[CH:23]=1)=[O:18])(C)(C)C.FC(F)(F)C(O)=O, predict the reaction product. The product is: [NH2:7][C@H:8]1[C@@H:9]([NH:16][C:17]([C:19]2[S:20][C:21]([CH3:37])=[C:22]([C:24]3[CH:25]=[N:26][N:27]4[CH:32]=[C:31]([O:33][CH:34]([F:35])[F:36])[CH:30]=[N:29][C:28]=34)[CH:23]=2)=[O:18])[C:10]([F:14])([F:15])[CH2:11][CH2:12][CH2:13]1.